This data is from Full USPTO retrosynthesis dataset with 1.9M reactions from patents (1976-2016). The task is: Predict the reactants needed to synthesize the given product. (1) Given the product [Cl:35][C:36]1[C:45]2[C:40](=[CH:41][CH:42]=[C:43]([C:18]3[S:17][C:16]([CH2:15][NH:14][C:9]4[N:10]=[CH:11][CH:12]=[CH:13][C:8]=4[C:7]([NH:6][CH2:5][C:4]4[CH:31]=[CH:32][C:33]([F:34])=[C:2]([F:1])[CH:3]=4)=[O:30])=[CH:20][CH:19]=3)[CH:44]=2)[N:39]=[CH:38][N:37]=1, predict the reactants needed to synthesize it. The reactants are: [F:1][C:2]1[CH:3]=[C:4]([CH:31]=[CH:32][C:33]=1[F:34])[CH2:5][NH:6][C:7](=[O:30])[C:8]1[CH:13]=[CH:12][CH:11]=[N:10][C:9]=1[NH:14][CH2:15][C:16]1[S:17][C:18](B2OC(C)(C)C(C)(C)O2)=[CH:19][CH:20]=1.[Cl:35][C:36]1[C:45]2[C:40](=[CH:41][CH:42]=[C:43](I)[CH:44]=2)[N:39]=[CH:38][N:37]=1.ClCCl.CN(C)C=O.C(=O)([O-])[O-].[K+].[K+].C(=O)(O)[O-].[Na+].O. (2) The reactants are: [C:1]([C:3]1[CH:4]=[C:5]([CH2:9][CH2:10][C:11]([O:13][C:14]([CH3:17])([CH3:16])[CH3:15])=[O:12])[CH:6]=[CH:7][CH:8]=1)#[N:2].[C:18](OC)(=[O:26])[C:19]1[C:20](=[CH:22][CH:23]=[CH:24][CH:25]=1)[SH:21].C(N(CC)CC)C. Given the product [O:26]=[C:18]1[C:19]2[CH:25]=[CH:24][CH:23]=[CH:22][C:20]=2[S:21][C:1]([C:3]2[CH:4]=[C:5]([CH2:9][CH2:10][C:11]([O:13][C:14]([CH3:17])([CH3:16])[CH3:15])=[O:12])[CH:6]=[CH:7][CH:8]=2)=[N:2]1, predict the reactants needed to synthesize it. (3) The reactants are: [CH2:1]([C:3]1[C:4]([OH:25])=[C:5]([C:21]([O:23]C)=[O:22])[C:6](=[O:20])[NH:7][C:8]=1[C:9]1[CH:10]=[C:11]2[C:16](=[CH:17][CH:18]=1)[N:15]([CH3:19])[CH2:14][CH2:13][CH2:12]2)[CH3:2].[I-].[Li+]. Given the product [CH2:1]([C:3]1[C:4]([OH:25])=[C:5]([C:21]([OH:23])=[O:22])[C:6](=[O:20])[NH:7][C:8]=1[C:9]1[CH:10]=[C:11]2[C:16](=[CH:17][CH:18]=1)[N:15]([CH3:19])[CH2:14][CH2:13][CH2:12]2)[CH3:2], predict the reactants needed to synthesize it. (4) The reactants are: Br[CH:2]1[O:10][C:9]2[C:4](=[N:5][C:6]([C:11]([O:13]C)=[O:12])=[CH:7][CH:8]=2)[CH:3]1[Br:15].[OH-].[K+].CCO.Cl. Given the product [Br:15][C:3]1[C:4]2=[N:5][C:6]([C:11]([OH:13])=[O:12])=[CH:7][CH:8]=[C:9]2[O:10][CH:2]=1, predict the reactants needed to synthesize it. (5) The reactants are: CN(C)C=O.[F:6][C:7]1[CH:14]=[C:13]([OH:15])[CH:12]=[CH:11][C:8]=1[CH:9]=[O:10].[H-].[Na+].Cl[CH2:19][C:20]1[CH:25]=[CH:24][C:23]([F:26])=[CH:22][N:21]=1. Given the product [F:6][C:7]1[CH:14]=[C:13]([O:15][CH2:19][C:20]2[CH:25]=[CH:24][C:23]([F:26])=[CH:22][N:21]=2)[CH:12]=[CH:11][C:8]=1[CH:9]=[O:10], predict the reactants needed to synthesize it.